This data is from NCI-60 drug combinations with 297,098 pairs across 59 cell lines. The task is: Regression. Given two drug SMILES strings and cell line genomic features, predict the synergy score measuring deviation from expected non-interaction effect. (1) Drug 1: CC1=C2C(C(=O)C3(C(CC4C(C3C(C(C2(C)C)(CC1OC(=O)C(C(C5=CC=CC=C5)NC(=O)OC(C)(C)C)O)O)OC(=O)C6=CC=CC=C6)(CO4)OC(=O)C)OC)C)OC. Drug 2: CCCCCOC(=O)NC1=NC(=O)N(C=C1F)C2C(C(C(O2)C)O)O. Cell line: HT29. Synergy scores: CSS=61.1, Synergy_ZIP=5.68, Synergy_Bliss=5.58, Synergy_Loewe=-33.3, Synergy_HSA=4.30. (2) Drug 1: COC1=C(C=C2C(=C1)N=CN=C2NC3=CC(=C(C=C3)F)Cl)OCCCN4CCOCC4. Drug 2: C(CN)CNCCSP(=O)(O)O. Cell line: CCRF-CEM. Synergy scores: CSS=7.97, Synergy_ZIP=-5.50, Synergy_Bliss=-4.39, Synergy_Loewe=-5.13, Synergy_HSA=-1.39.